Dataset: CYP2D6 inhibition data for predicting drug metabolism from PubChem BioAssay. Task: Regression/Classification. Given a drug SMILES string, predict its absorption, distribution, metabolism, or excretion properties. Task type varies by dataset: regression for continuous measurements (e.g., permeability, clearance, half-life) or binary classification for categorical outcomes (e.g., BBB penetration, CYP inhibition). Dataset: cyp2d6_veith. (1) The compound is O=C(c1cccs1)N1CCN(C(=O)C(c2ccccc2)c2ccccc2)CC1. The result is 1 (inhibitor). (2) The compound is COc1ccc(C2=NC(C(F)(F)F)(C(F)(F)F)c3c(n(C)c(=O)n(C)c3=O)N2)cc1. The result is 0 (non-inhibitor).